This data is from Catalyst prediction with 721,799 reactions and 888 catalyst types from USPTO. The task is: Predict which catalyst facilitates the given reaction. (1) Reactant: [C:1]([O:5][C:6](=[O:20])[NH:7][CH2:8][CH2:9][N:10]1[C:14]2[CH:15]=[CH:16][CH:17]=[CH:18][C:13]=2[NH:12][C:11]1=[O:19])([CH3:4])([CH3:3])[CH3:2].[H-].[Na+].I[CH3:24]. Product: [C:1]([O:5][C:6](=[O:20])[NH:7][CH2:8][CH2:9][N:10]1[C:14]2[CH:15]=[CH:16][CH:17]=[CH:18][C:13]=2[N:12]([CH3:24])[C:11]1=[O:19])([CH3:4])([CH3:2])[CH3:3]. The catalyst class is: 1. (2) Reactant: S(Cl)([Cl:3])=O.[C:5]1([CH2:11][CH2:12][C:13]([OH:15])=O)[CH:10]=[CH:9][CH:8]=[CH:7][CH:6]=1. Product: [C:5]1([CH2:11][CH2:12][C:13]([Cl:3])=[O:15])[CH:10]=[CH:9][CH:8]=[CH:7][CH:6]=1. The catalyst class is: 2. (3) Reactant: COC1C=CC(P2(SP(C3C=CC(OC)=CC=3)(=S)S2)=[S:10])=CC=1.[F:23][C:24]1([F:31])[CH2:27][CH:26]([C:28]([NH2:30])=O)[CH2:25]1. Product: [F:23][C:24]1([F:31])[CH2:27][CH:26]([C:28](=[S:10])[NH2:30])[CH2:25]1. The catalyst class is: 26. (4) Reactant: [CH:1]([C:3]1[N:11]([CH2:12][CH2:13][C:14]([O:16][CH3:17])=[O:15])[C:6]2=[N:7][CH:8]=[CH:9][CH:10]=[C:5]2[CH:4]=1)=O.[CH3:18][N:19]([C:22]([O:24][CH2:25][CH:26]1[C:38]2[CH:37]=[CH:36][CH:35]=[CH:34][C:33]=2[C:32]2[C:27]1=[CH:28][CH:29]=[CH:30][CH:31]=2)=[O:23])[NH:20][CH3:21].[BH-](OC(C)=O)(OC(C)=O)OC(C)=O.[Na+].CC#N. Product: [CH3:17][O:16][C:14](=[O:15])[CH2:13][CH2:12][N:11]1[C:6]2=[N:7][CH:8]=[CH:9][CH:10]=[C:5]2[CH:4]=[C:3]1[CH2:1][N:20]([CH3:21])[N:19]([CH3:18])[C:22]([O:24][CH2:25][CH:26]1[C:27]2[CH:28]=[CH:29][CH:30]=[CH:31][C:32]=2[C:33]2[C:38]1=[CH:37][CH:36]=[CH:35][CH:34]=2)=[O:23]. The catalyst class is: 325. (5) Reactant: [N-:1]=[N+:2]=[N-:3].[Na+].Br[CH2:6][CH2:7][C:8]1[S:12][C:11]([C:13]([O:15][CH:16]([CH3:18])[CH3:17])=[O:14])=[CH:10][CH:9]=1. Product: [N:1]([CH2:6][CH2:7][C:8]1[S:12][C:11]([C:13]([O:15][CH:16]([CH3:17])[CH3:18])=[O:14])=[CH:10][CH:9]=1)=[N+:2]=[N-:3]. The catalyst class is: 31. (6) Reactant: [CH3:1][O:2][CH2:3][CH2:4][O:5][C:6]1[CH:11]=[CH:10][N:9]2[C:12]([C:15]3[CH:24]=[CH:23][C:22]4[C:17](=[C:18]([OH:25])[CH:19]=[CH:20][CH:21]=4)[N:16]=3)=[CH:13][N:14]=[C:8]2[CH:7]=1.C([O-])([O-])=O.[Cs+].[Cs+].[F:32][C:33]1([CH2:46]OS(C)(=O)=O)[CH2:38][CH2:37][N:36]([C:39]([O:41][C:42]([CH3:45])([CH3:44])[CH3:43])=[O:40])[CH2:35][CH2:34]1. Product: [F:32][C:33]1([CH2:46][O:25][C:18]2[CH:19]=[CH:20][CH:21]=[C:22]3[C:17]=2[N:16]=[C:15]([C:12]2[N:9]4[CH:10]=[CH:11][C:6]([O:5][CH2:4][CH2:3][O:2][CH3:1])=[CH:7][C:8]4=[N:14][CH:13]=2)[CH:24]=[CH:23]3)[CH2:34][CH2:35][N:36]([C:39]([O:41][C:42]([CH3:45])([CH3:44])[CH3:43])=[O:40])[CH2:37][CH2:38]1. The catalyst class is: 44. (7) Reactant: [OH-].[K+].[C:3]1(=[CH:9][C:10]([O:12]CC)=[O:11])[CH2:8][CH2:7][CH2:6][CH2:5][CH2:4]1. Product: [C:3]1(=[CH:9][C:10]([OH:12])=[O:11])[CH2:8][CH2:7][CH2:6][CH2:5][CH2:4]1. The catalyst class is: 72. (8) Reactant: [NH2:1][CH2:2][C@@H:3]1[CH2:8][CH2:7][C@H:6]([NH:9]C(=O)OCC2C=CC=CC=2)[CH2:5][CH2:4]1.[OH-].[Na+].[C:22](O[C:22]([O:24][C:25]([CH3:28])([CH3:27])[CH3:26])=[O:23])([O:24][C:25]([CH3:28])([CH3:27])[CH3:26])=[O:23]. Product: [NH2:9][C@@H:6]1[CH2:5][CH2:4][C@H:3]([CH2:2][NH:1][C:22](=[O:23])[O:24][C:25]([CH3:28])([CH3:27])[CH3:26])[CH2:8][CH2:7]1. The catalyst class is: 76. (9) Reactant: [Br:1][C:2]1[C:3]([CH3:10])=N[C:5](Cl)=[CH:6][C:7]=1[CH3:8].Cl[CH2:12][C:13]1(C)[CH2:16][O:15][CH2:14]1.[C:18]([O-:21])([O-])=O.[K+].[K+].[CH3:24]N(C=O)C. Product: [Br:1][C:2]1[C:3]([CH3:10])=[CH:24][C:5]([O:15][CH2:14][C:13]2([CH3:16])[CH2:18][O:21][CH2:12]2)=[CH:6][C:7]=1[CH3:8]. The catalyst class is: 170. (10) Reactant: [CH:1]1([NH:4][C:5]([NH:7][C:8]2[CH:13]=[CH:12][C:11]([O:14][C:15]3[CH:20]=[CH:19][N:18]=[C:17]4[CH:21]=[C:22]([C:24]5[CH:29]=[CH:28][C:27]([CH2:30][N:31]6[CH2:36][CH2:35][NH:34][CH2:33][CH2:32]6)=[CH:26][N:25]=5)[S:23][C:16]=34)=[C:10]([F:37])[CH:9]=2)=[O:6])[CH2:3][CH2:2]1.FC(F)(F)S(O[CH2:44][C:45]([F:48])([F:47])[F:46])(=O)=O.CCN(C(C)C)C(C)C. Product: [CH:1]1([NH:4][C:5]([NH:7][C:8]2[CH:13]=[CH:12][C:11]([O:14][C:15]3[CH:20]=[CH:19][N:18]=[C:17]4[CH:21]=[C:22]([C:24]5[CH:29]=[CH:28][C:27]([CH2:30][N:31]6[CH2:32][CH2:33][N:34]([CH2:44][C:45]([F:48])([F:47])[F:46])[CH2:35][CH2:36]6)=[CH:26][N:25]=5)[S:23][C:16]=34)=[C:10]([F:37])[CH:9]=2)=[O:6])[CH2:3][CH2:2]1. The catalyst class is: 1.